From a dataset of Full USPTO retrosynthesis dataset with 1.9M reactions from patents (1976-2016). Predict the reactants needed to synthesize the given product. (1) Given the product [N:1]1[C:10]2[C:5](=[CH:6][CH:7]=[CH:8][CH:9]=2)[CH:4]=[C:3](/[CH:11]=[CH:12]/[C:13]2[CH:22]=[CH:21][C:16]([C:17]([OH:19])=[O:18])=[CH:15][CH:14]=2)[CH:2]=1, predict the reactants needed to synthesize it. The reactants are: [N:1]1[C:10]2[C:5](=[CH:6][CH:7]=[CH:8][CH:9]=2)[CH:4]=[C:3](/[CH:11]=[CH:12]/[C:13]2[CH:22]=[CH:21][C:16]([C:17]([O:19]C)=[O:18])=[CH:15][CH:14]=2)[CH:2]=1.O.[OH-].[Na+].Cl. (2) Given the product [CH2:15]1[C:23]2[C:18](=[CH:19][CH:20]=[CH:21][CH:22]=2)[CH:17]=[CH:16]1, predict the reactants needed to synthesize it. The reactants are: [Li]CCCC.CN(C)C1C=CC=CC=1.[C:15]1(=O)[C:23]2[C:18](=[CH:19][CH:20]=[CH:21][CH:22]=2)[CH2:17][CH2:16]1.Cl.N. (3) Given the product [CH3:2][N:3]([CH3:4])[CH2:6]/[CH:7]=[CH:8]/[C:9]([O:11][CH3:12])=[O:10], predict the reactants needed to synthesize it. The reactants are: Cl.[CH3:2][NH:3][CH3:4].Br[CH2:6]/[CH:7]=[CH:8]/[C:9]([O:11][CH3:12])=[O:10].Cl. (4) Given the product [CH3:29][O:28][C:24]1[CH:23]=[C:22]([CH2:21][CH2:20][NH:19][C:17]([NH:16][C@@H:15]([C:14]([NH:13][C@H:12]([C:41]([N:96]2[CH2:95][CH2:94][N:93]([CH:90]3[CH2:91][CH2:92][N:87]([CH3:86])[CH2:88][CH2:89]3)[CH2:98][CH2:97]2)=[O:42])[CH2:11][CH2:10][CH2:9][CH2:8][NH:7][C:5]([O:4][C:2]([CH3:1])([CH3:44])[CH3:3])=[O:6])=[O:40])[CH2:30][C:31]2[CH:32]=[C:33]([Br:39])[C:34]([OH:38])=[C:35]([Br:37])[CH:36]=2)=[O:18])[CH:27]=[CH:26][CH:25]=1, predict the reactants needed to synthesize it. The reactants are: [CH3:1][C:2]([CH3:44])([O:4][C:5]([NH:7][CH2:8][CH2:9][CH2:10][CH2:11][C@@H:12]([C:41](O)=[O:42])[NH:13][C:14](=[O:40])[C@@H:15]([CH2:30][C:31]1[CH:36]=[C:35]([Br:37])[C:34]([OH:38])=[C:33]([Br:39])[CH:32]=1)[NH:16][C:17]([NH:19][CH2:20][CH2:21][C:22]1[CH:27]=[CH:26][CH:25]=[C:24]([O:28][CH3:29])[CH:23]=1)=[O:18])=[O:6])[CH3:3].CCN(C(C)C)C(C)C.CN(C(ON1N=NC2C=CC=CC1=2)=[N+](C)C)C.[B-](F)(F)(F)F.C1C=CC2N(O)N=NC=2C=1.[CH3:86][N:87]1[CH2:92][CH2:91][CH:90]([N:93]2[CH2:98][CH2:97][NH:96][CH2:95][CH2:94]2)[CH2:89][CH2:88]1.N. (5) Given the product [CH3:17][N:14]1[CH2:15][CH2:16][N:11]([CH2:10][CH2:9][CH2:8][NH:7][C:5]([C:4]2[CH:3]=[C:2]([NH:21][C:22]3[CH:23]=[C:24]([CH:34]=[CH:35][N:36]=3)[C:25]([NH:27][C:28]3[CH:29]=[CH:30][N:31]=[CH:32][CH:33]=3)=[O:26])[CH:20]=[CH:19][CH:18]=2)=[O:6])[CH2:12][CH2:13]1, predict the reactants needed to synthesize it. The reactants are: Br[C:2]1[CH:3]=[C:4]([CH:18]=[CH:19][CH:20]=1)[C:5]([NH:7][CH2:8][CH2:9][CH2:10][N:11]1[CH2:16][CH2:15][N:14]([CH3:17])[CH2:13][CH2:12]1)=[O:6].[NH2:21][C:22]1[CH:23]=[C:24]([CH:34]=[CH:35][N:36]=1)[C:25]([NH:27][C:28]1[CH:33]=[CH:32][N:31]=[CH:30][CH:29]=1)=[O:26].CC(C1C=C(C(C)C)C(C2C=CC=CC=2P(C2CCCCC2)C2CCCCC2)=C(C(C)C)C=1)C.C([O-])([O-])=O.[K+].[K+].